From a dataset of Full USPTO retrosynthesis dataset with 1.9M reactions from patents (1976-2016). Predict the reactants needed to synthesize the given product. (1) Given the product [Cl:1][C:2]1[CH:7]=[CH:6][C:5]([CH2:8][C@@H:9]([C:13]2[CH:14]=[C:15]([CH:16]=[CH:17][CH:18]=2)[C:19]#[N:20])[C@@H:10]([NH:12][CH:27]([C:21]2[CH:26]=[CH:25][CH:24]=[CH:23][CH:22]=2)[CH2:28][N:29]2[CH:33]=[CH:32][CH:31]=[N:30]2)[CH3:11])=[CH:4][CH:3]=1, predict the reactants needed to synthesize it. The reactants are: [Cl:1][C:2]1[CH:7]=[CH:6][C:5]([CH2:8][C@@H:9]([C:13]2[CH:18]=[CH:17][CH:16]=[C:15]([C:19]#[N:20])[CH:14]=2)[C@@H:10]([NH2:12])[CH3:11])=[CH:4][CH:3]=1.[C:21]1([C:27](=O)[CH2:28][N:29]2[CH:33]=[CH:32][CH:31]=[N:30]2)[CH:26]=[CH:25][CH:24]=[CH:23][CH:22]=1.CC1C=CC(S(O)(=O)=O)=CC=1. (2) Given the product [NH2:7][CH:8]([CH2:12][CH2:13][CH:14]1[CH2:15][CH2:16][CH2:17][CH2:18][CH2:19]1)[C@@H:9]([OH:11])[CH3:10], predict the reactants needed to synthesize it. The reactants are: C(OC(=O)[NH:7][C@@H:8]([CH2:12][CH2:13][CH:14]1[CH2:19][CH2:18][CH2:17][CH2:16][CH2:15]1)[CH:9]([OH:11])[CH3:10])(C)(C)C.Cl. (3) Given the product [NH2:15][C:12]1[CH:13]=[CH:14][C:9]([S:6]([N:5]([CH2:1][CH:2]([CH3:4])[CH3:3])[C:18]2[CH:23]=[CH:22][CH:21]=[CH:20][C:19]=2[C:24]([F:27])([F:25])[F:26])(=[O:8])=[O:7])=[CH:10][CH:11]=1, predict the reactants needed to synthesize it. The reactants are: [CH2:1]([N:5]([C:18]1[CH:23]=[CH:22][CH:21]=[CH:20][C:19]=1[C:24]([F:27])([F:26])[F:25])[S:6]([C:9]1[CH:14]=[CH:13][C:12]([N+:15]([O-])=O)=[CH:11][CH:10]=1)(=[O:8])=[O:7])[CH:2]([CH3:4])[CH3:3].[Cl-].[NH4+]. (4) Given the product [Cl:1][C:2]1[CH:3]=[C:4]([CH:9]([NH:11][C:12]2[CH:17]=[C:16]([N:28]3[CH2:27][CH2:26][N:25]([C:31]([O:33][C:34]([CH3:37])([CH3:36])[CH3:35])=[O:32])[CH2:30][CH2:29]3)[CH:15]=[CH:14][C:13]=2[C:19](=[O:24])[C:20]([F:23])([F:22])[F:21])[CH3:10])[CH:5]=[C:6]([Cl:8])[CH:7]=1, predict the reactants needed to synthesize it. The reactants are: [Cl:1][C:2]1[CH:3]=[C:4]([CH:9]([NH:11][C:12]2[CH:17]=[C:16](F)[CH:15]=[CH:14][C:13]=2[C:19](=[O:24])[C:20]([F:23])([F:22])[F:21])[CH3:10])[CH:5]=[C:6]([Cl:8])[CH:7]=1.[N:25]1([C:31]([O:33][C:34]([CH3:37])([CH3:36])[CH3:35])=[O:32])[CH2:30][CH2:29][NH:28][CH2:27][CH2:26]1.C(N(CC)C(C)C)(C)C. (5) Given the product [Cl:1][C:2]1[C:3]([NH:23][C:24](=[O:32])[CH2:25][CH:26]2[CH2:27][CH2:28][CH2:29][CH2:30][CH2:31]2)=[C:4]2[C:9](=[CH:10][CH:11]=1)[N:8]=[C:7]([N:12]1[CH2:17][CH2:16][CH2:15][CH:14]([NH:33][CH2:34][CH2:35][OH:36])[CH2:13]1)[CH:6]=[CH:5]2, predict the reactants needed to synthesize it. The reactants are: [Cl:1][C:2]1[C:3]([NH:23][C:24](=[O:32])[CH2:25][CH:26]2[CH2:31][CH2:30][CH2:29][CH2:28][CH2:27]2)=[C:4]2[C:9](=[CH:10][CH:11]=1)[N:8]=[C:7]([N:12]1[CH2:17][CH2:16][CH2:15][C@@H:14](OS(C)(=O)=O)[CH2:13]1)[CH:6]=[CH:5]2.[NH2:33][CH2:34][CH2:35][OH:36]. (6) Given the product [CH3:1][N:2]1[C:10]2[C:5](=[CH:6][CH:7]=[CH:8][CH:9]=2)[CH:4]=[C:3]1[C:11]([NH:14][C@H:15]([C:17]([NH:19][C@H:20]([CH:33]=[O:34])[CH2:21][C:22](=[N:28][NH:29][C:30]([NH2:32])=[O:31])[O:23][C:24]([CH3:25])([CH3:27])[CH3:26])=[O:18])[CH3:16])=[O:13], predict the reactants needed to synthesize it. The reactants are: [CH3:1][N:2]1[C:10]2[C:5](=[CH:6][CH:7]=[CH:8][CH:9]=2)[CH:4]=[C:3]1[C:11]([OH:13])=O.[NH2:14][C@H:15]([C:17]([NH:19][C@H:20]([CH:33]=[O:34])[CH2:21][C:22](=[N:28][NH:29][C:30]([NH2:32])=[O:31])[O:23][C:24]([CH3:27])([CH3:26])[CH3:25])=[O:18])[CH3:16].O.ON1C2C=CC=CC=2N=N1.Cl.CN(C)CCCN=C=NCC. (7) Given the product [CH:18]1([NH:17][C:15](=[O:16])[C:14]2[CH:21]=[CH:22][C:11]([C:8]3[N:6]4[CH:7]=[C:2]([C:29]5[CH:34]=[CH:33][CH:32]=[CH:31][CH:30]=5)[N:3]=[C:4]([NH:23][CH2:24][C:25]([OH:28])([CH3:27])[CH3:26])[C:5]4=[N:10][CH:9]=3)=[CH:12][CH:13]=2)[CH2:20][CH2:19]1, predict the reactants needed to synthesize it. The reactants are: Br[C:2]1[N:3]=[C:4]([NH:23][CH2:24][C:25]([OH:28])([CH3:27])[CH3:26])[C:5]2[N:6]([C:8]([C:11]3[CH:22]=[CH:21][C:14]([C:15]([NH:17][CH:18]4[CH2:20][CH2:19]4)=[O:16])=[CH:13][CH:12]=3)=[CH:9][N:10]=2)[CH:7]=1.[C:29]1(B(O)O)[CH:34]=[CH:33][CH:32]=[CH:31][CH:30]=1.C(=O)([O-])[O-].[K+].[K+].C1(P(C2C=CC=CC=2)C2C=CC=CC=2)C=CC=CC=1. (8) Given the product [CH3:21][N:3]1[CH:4]=[CH:5][C:6]([CH2:8][CH2:9][N:10]2[C:18](=[O:19])[C:17]3[C:12](=[CH:13][CH:14]=[CH:15][CH:16]=3)[C:11]2=[O:20])=[CH:7][C:2]1=[O:1], predict the reactants needed to synthesize it. The reactants are: [O:1]=[C:2]1[CH:7]=[C:6]([CH2:8][CH2:9][N:10]2[C:18](=[O:19])[C:17]3[C:12](=[CH:13][CH:14]=[CH:15][CH:16]=3)[C:11]2=[O:20])[CH:5]=[CH:4][NH:3]1.[C:21]([O-])([O-])=O.[K+].[K+]. (9) Given the product [CH3:1][C:2]1[CH:3]=[CH:4][N:5]2[C:10]=1[C:9](=[O:11])[N:8]([C:12]1[CH:17]=[CH:16][CH:15]=[CH:14][CH:13]=1)[C:7]([C@@H:18]([NH:20][C:21]1[C:22]3[C:29]([C:30]4[CH:31]=[C:32]([NH:36][S:37]([CH3:40])(=[O:39])=[O:38])[CH:33]=[CH:34][CH:35]=4)=[CH:28][NH:27][C:23]=3[N:24]=[CH:25][N:26]=1)[CH3:19])=[N:6]2, predict the reactants needed to synthesize it. The reactants are: [CH3:1][C:2]1[CH:3]=[CH:4][N:5]2[C:10]=1[C:9](=[O:11])[N:8]([C:12]1[CH:17]=[CH:16][CH:15]=[CH:14][CH:13]=1)[C:7]([C@@H:18]([NH:20][C:21]1[C:22]3[C:29]([C:30]4[CH:31]=[C:32]([NH:36][S:37]([CH3:40])(=[O:39])=[O:38])[CH:33]=[CH:34][CH:35]=4)=[CH:28][N:27](COCC[Si](C)(C)C)[C:23]=3[N:24]=[CH:25][N:26]=1)[CH3:19])=[N:6]2.FC(F)(F)C(O)=O.N.